Dataset: Peptide-MHC class II binding affinity with 134,281 pairs from IEDB. Task: Regression. Given a peptide amino acid sequence and an MHC pseudo amino acid sequence, predict their binding affinity value. This is MHC class II binding data. (1) The peptide sequence is ALFKAIEAYLLAHPD. The MHC is HLA-DPA10201-DPB10501 with pseudo-sequence HLA-DPA10201-DPB10501. The binding affinity (normalized) is 0.801. (2) The peptide sequence is KKTLLDLLKLTVAVGLH. The MHC is DRB1_0901 with pseudo-sequence DRB1_0901. The binding affinity (normalized) is 0.561. (3) The peptide sequence is NKKKREKDSPFKLSS. The MHC is DRB1_0101 with pseudo-sequence DRB1_0101. The binding affinity (normalized) is 0.438. (4) The peptide sequence is LMFLQNLKLGDDQYV. The MHC is DRB3_0101 with pseudo-sequence DRB3_0101. The binding affinity (normalized) is 0.296. (5) The peptide sequence is VTLRIRNVRFSDEGG. The MHC is DRB1_0401 with pseudo-sequence DRB1_0401. The binding affinity (normalized) is 0.147. (6) The peptide sequence is NRATWASHIHLVIHR. The MHC is HLA-DQA10201-DQB10402 with pseudo-sequence HLA-DQA10201-DQB10402. The binding affinity (normalized) is 0.623. (7) The peptide sequence is RVVHLYRNGKDQDGD. The MHC is DRB5_0101 with pseudo-sequence DRB5_0101. The binding affinity (normalized) is 0.256. (8) The peptide sequence is LYPRWLKVYKAAAKL. The MHC is H-2-IAd with pseudo-sequence H-2-IAd. The binding affinity (normalized) is 0.609.